From a dataset of Forward reaction prediction with 1.9M reactions from USPTO patents (1976-2016). Predict the product of the given reaction. (1) Given the reactants N1C=CC=CC=1.[C:7]([C:11]1[CH:16]=[CH:15][C:14]([OH:17])=[CH:13][C:12]=1[Cl:18])([CH3:10])([CH3:9])[CH3:8].[F:19][C:20]([F:33])([F:32])[S:21](O[S:21]([C:20]([F:33])([F:32])[F:19])(=[O:23])=[O:22])(=[O:23])=[O:22], predict the reaction product. The product is: [F:19][C:20]([F:33])([F:32])[S:21]([O:17][C:14]1[CH:15]=[CH:16][C:11]([C:7]([CH3:10])([CH3:8])[CH3:9])=[C:12]([Cl:18])[CH:13]=1)(=[O:23])=[O:22]. (2) Given the reactants C([O:8][C:9]1[CH:14]=[CH:13][C:12]([C:15]([C:17]2[C:22]([C:23]3[N:27]=[C:26]([CH3:28])[O:25][N:24]=3)=[CH:21][C:20]([O:29][CH3:30])=[C:19]([OH:31])[C:18]=2[N+:32]([O-:34])=[O:33])=[O:16])=[CH:11][CH:10]=1)C1C=CC=CC=1, predict the reaction product. The product is: [OH:31][C:19]1[C:18]([N+:32]([O-:34])=[O:33])=[C:17]([C:15]([C:12]2[CH:13]=[CH:14][C:9]([OH:8])=[CH:10][CH:11]=2)=[O:16])[C:22]([C:23]2[N:27]=[C:26]([CH3:28])[O:25][N:24]=2)=[CH:21][C:20]=1[O:29][CH3:30]. (3) Given the reactants [CH3:1][O:2][C:3]([C:5]1[C:13]2[N:12]=[C:11]([C:14]3[C:19]([F:20])=[C:18]([F:21])[C:17]([C:22]4[CH:27]=[CH:26][C:25]([CH2:28][OH:29])=[CH:24][CH:23]=4)=[C:16]([F:30])[C:15]=3[F:31])[NH:10][C:9]=2[CH:8]=[C:7]([CH3:32])[CH:6]=1)=[O:4].[Cr](O[Cr]([O-])(=O)=O)([O-])(=O)=O.[NH+]1C=CC=CC=1.[NH+]1C=CC=CC=1, predict the reaction product. The product is: [CH3:1][O:2][C:3]([C:5]1[C:13]2[N:12]=[C:11]([C:14]3[C:15]([F:31])=[C:16]([F:30])[C:17]([C:22]4[CH:23]=[CH:24][C:25]([CH:28]=[O:29])=[CH:26][CH:27]=4)=[C:18]([F:21])[C:19]=3[F:20])[NH:10][C:9]=2[CH:8]=[C:7]([CH3:32])[CH:6]=1)=[O:4]. (4) The product is: [CH:1]([C@H:4]1[N:9]([C:10]2[N:15]=[C:14]([O:16][CH3:17])[C:13]([C:18]([F:21])([F:19])[F:20])=[CH:12][N:11]=2)[CH2:8][CH2:7][N:6]2[C:22]3[CH:28]=[C:27]([S:29]([CH3:32])(=[O:30])=[O:31])[C:26]([CH2:33][OH:34])=[CH:25][C:23]=3[N:24]=[C:5]12)([CH3:3])[CH3:2]. Given the reactants [CH:1]([C@H:4]1[N:9]([C:10]2[N:15]=[C:14]([O:16][CH3:17])[C:13]([C:18]([F:21])([F:20])[F:19])=[CH:12][N:11]=2)[CH2:8][CH2:7][N:6]2[C:22]3[CH:28]=[C:27]([S:29]([CH3:32])(=[O:31])=[O:30])[C:26]([C:33](OC)=[O:34])=[CH:25][C:23]=3[N:24]=[C:5]12)([CH3:3])[CH3:2].CC(C[AlH]CC(C)C)C.[NH4+].[Cl-], predict the reaction product. (5) Given the reactants [S:1]1[CH2:6][CH2:5][CH:4]([CH2:7][OH:8])[CH2:3][CH2:2]1.I([O-])(=O)(=O)=[O:10].[Na+].[OH2:15], predict the reaction product. The product is: [O:15]=[S:1]1(=[O:10])[CH2:6][CH2:5][CH:4]([CH2:7][OH:8])[CH2:3][CH2:2]1. (6) Given the reactants [H-].[Na+].[N+:3]([C:6]1[CH:11]=[CH:10][C:9]([OH:12])=[CH:8][CH:7]=1)([O-:5])=[O:4].[CH3:13][P:14](Cl)([C:16]1[CH:21]=[CH:20][CH:19]=[CH:18][CH:17]=1)=[O:15], predict the reaction product. The product is: [N+:3]([C:6]1[CH:11]=[CH:10][C:9]([O:12][P:14]([CH3:13])([C:16]2[CH:21]=[CH:20][CH:19]=[CH:18][CH:17]=2)=[O:15])=[CH:8][CH:7]=1)([O-:5])=[O:4]. (7) Given the reactants [CH3:1][C:2]1[N:3]([C:8]2[CH:13]=[C:12]([F:14])[C:11]([C:15]3(O)[CH2:20][CH2:19][S:18][CH2:17][CH2:16]3)=[C:10]([F:22])[CH:9]=2)[C:4]([CH3:7])=[CH:5][CH:6]=1.O.C1(C)C=CC(S(O)(=O)=O)=CC=1, predict the reaction product. The product is: [S:18]1[CH2:17][CH:16]=[C:15]([C:11]2[C:12]([F:14])=[CH:13][C:8]([N:3]3[C:2]([CH3:1])=[CH:6][CH:5]=[C:4]3[CH3:7])=[CH:9][C:10]=2[F:22])[CH2:20][CH2:19]1. (8) Given the reactants [CH3:1][CH:2]([CH3:22])[CH2:3][O:4][C:5](=[O:21])[NH:6][C:7]1[CH:12]=[CH:11][C:10]([C:13]2(O)[CH2:18][CH2:17][S:16][CH2:15][CH2:14]2)=[C:9]([F:20])[CH:8]=1.FC(F)(F)C(O)=O.C([SiH](CC)CC)C, predict the reaction product. The product is: [CH3:1][CH:2]([CH3:22])[CH2:3][O:4][C:5](=[O:21])[NH:6][C:7]1[CH:12]=[CH:11][C:10]([CH:13]2[CH2:18][CH2:17][S:16][CH2:15][CH2:14]2)=[C:9]([F:20])[CH:8]=1. (9) Given the reactants [CH2:1]([O:4][N:5]=[C:6]1[CH2:10][N:9]([C:11]([O:13]C(C)(C)C)=O)[C@H:8]([C:18]([OH:20])=O)[CH2:7]1)[CH:2]=[CH2:3].[O:21]=[C:22]1[C:27](C(Cl)=O)=[CH:26][CH:25]=[C:24]([CH2:31][CH2:32][CH2:33][CH2:34][CH3:35])[O:23]1.[N:36]1[C:45]2[C:40](=[CH:41][C:42]([NH2:46])=[CH:43][CH:44]=2)[CH:39]=[CH:38][CH:37]=1, predict the reaction product. The product is: [CH2:1]([O:4][N:5]=[C:6]1[CH2:10][N:9]([C:11]([C:27]2[C:22](=[O:21])[O:23][C:24]([CH2:31][CH2:32][CH2:33][CH2:34][CH3:35])=[CH:25][CH:26]=2)=[O:13])[C@H:8]([C:18]([NH:46][C:42]2[CH:41]=[C:40]3[C:45](=[CH:44][CH:43]=2)[N:36]=[CH:37][CH:38]=[CH:39]3)=[O:20])[CH2:7]1)[CH:2]=[CH2:3].